This data is from Catalyst prediction with 721,799 reactions and 888 catalyst types from USPTO. The task is: Predict which catalyst facilitates the given reaction. (1) Reactant: [CH3:1][N:2]([CH3:11])[S:3]([N:6]1[CH:10]=[CH:9][N:8]=[CH:7]1)(=[O:5])=[O:4].[Li]CCCC.[Cl:17][C:18]1[CH:23]=[C:22]([Cl:24])[CH:21]=[CH:20][C:19]=1[C:25]1[C:33]2[C:29](=[C:30]([CH:35]=[O:36])[N:31]([CH3:34])[N:32]=2)[CH:28]=[CH:27][CH:26]=1. Product: [CH3:1][N:2]([CH3:11])[S:3]([N:6]1[CH:10]=[CH:9][N:8]=[C:7]1[CH:35]([C:30]1[N:31]([CH3:34])[N:32]=[C:33]2[C:29]=1[CH:28]=[CH:27][CH:26]=[C:25]2[C:19]1[CH:20]=[CH:21][C:22]([Cl:24])=[CH:23][C:18]=1[Cl:17])[OH:36])(=[O:4])=[O:5]. The catalyst class is: 1. (2) The catalyst class is: 5. Reactant: [Cl:1][C:2]1[CH:7]=[CH:6][CH:5]=[C:4]([Cl:8])[C:3]=1[C:9]#[C:10][Si](C)(C)C.C([O-])([O-])=O.[K+].[K+]. Product: [Cl:1][C:2]1[CH:7]=[CH:6][CH:5]=[C:4]([Cl:8])[C:3]=1[C:9]#[CH:10]. (3) Reactant: [Si]([O:8][CH2:9][C:10]1([CH3:37])[S:16][CH2:15][CH2:14][N:13]2[C:17]([C:20]3([C:23]4[CH:28]=[CH:27][C:26]([C:29]5[CH:30]=[N:31][C:32]([O:35][CH3:36])=[CH:33][CH:34]=5)=[CH:25][CH:24]=4)[CH2:22][CH2:21]3)=[N:18][N:19]=[C:12]2[CH2:11]1)(C(C)(C)C)(C)C.Cl. Product: [CH3:36][O:35][C:32]1[N:31]=[CH:30][C:29]([C:26]2[CH:25]=[CH:24][C:23]([C:20]3([C:17]4[N:13]5[CH2:14][CH2:15][S:16][C:10]([CH2:9][OH:8])([CH3:37])[CH2:11][C:12]5=[N:19][N:18]=4)[CH2:22][CH2:21]3)=[CH:28][CH:27]=2)=[CH:34][CH:33]=1. The catalyst class is: 5. (4) Reactant: [NH2:1][CH2:2][CH2:3][C:4]1[CH:9]=[CH:8][C:7]([OH:10])=[CH:6][CH:5]=1.[CH3:11][C:12]([O:15][C:16](O[C:16]([O:15][C:12]([CH3:14])([CH3:13])[CH3:11])=[O:17])=[O:17])([CH3:14])[CH3:13]. Product: [C:16]([NH:1][CH2:2][CH2:3][C:4]1[CH:9]=[CH:8][C:7]([OH:10])=[CH:6][CH:5]=1)([O:15][C:12]([CH3:14])([CH3:13])[CH3:11])=[O:17]. The catalyst class is: 38. (5) Reactant: C1(P(C2C=CC=CC=2)C2C=CC=CC=2)C=CC=CC=1.[Si:20]([O:27][CH2:28][CH2:29][C:30]1[CH:35]=[CH:34][C:33]([OH:36])=[CH:32][CH:31]=1)([C:23]([CH3:26])([CH3:25])[CH3:24])([CH3:22])[CH3:21].[CH3:37][NH:38][CH2:39][CH2:40][C@@H:41]([C:43]1[S:44][CH:45]=[CH:46][CH:47]=1)O.CCOC(/N=N/C(OCC)=O)=O. Product: [Si:20]([O:27][CH2:28][CH2:29][C:30]1[CH:31]=[CH:32][C:33]([O:36][C@@H:41]([C:43]2[S:44][CH:45]=[CH:46][CH:47]=2)[CH2:40][CH2:39][NH:38][CH3:37])=[CH:34][CH:35]=1)([C:23]([CH3:25])([CH3:26])[CH3:24])([CH3:22])[CH3:21]. The catalyst class is: 11. (6) Reactant: FC(F)(F)S(O[C:7]1[CH:12]=[CH:11][CH:10]=[C:9]([N+:13]([O-:15])=[O:14])[C:8]=1[C:16]1[CH:21]=[CH:20][C:19]([O:22][CH2:23][C:24]2[CH:29]=[CH:28][CH:27]=[CH:26][CH:25]=2)=[CH:18][CH:17]=1)(=O)=O.[N:32]1[CH:37]=[CH:36][C:35](B(O)O)=[CH:34][CH:33]=1.C([O-])([O-])=O.[Na+].[Na+]. Product: [CH2:23]([O:22][C:19]1[CH:20]=[CH:21][C:16]([C:8]2[C:9]([N+:13]([O-:15])=[O:14])=[CH:10][CH:11]=[CH:12][C:7]=2[C:35]2[CH:36]=[CH:37][N:32]=[CH:33][CH:34]=2)=[CH:17][CH:18]=1)[C:24]1[CH:29]=[CH:28][CH:27]=[CH:26][CH:25]=1. The catalyst class is: 12. (7) Reactant: [Cl:1][C:2]1[N:7]=[CH:6][C:5]([CH2:8][N:9]([CH2:18][CH2:19]Cl)[CH2:10][C:11]2[CH:16]=[CH:15][C:14]([Cl:17])=[CH:13][CH:12]=2)=[CH:4][CH:3]=1.[CH3:21][N:22]([CH3:31])[C:23]1[NH:24][CH:25]=[CH:26][C:27]=1[N+:28]([O-:30])=[O:29].C(=O)([O-])[O-].[K+].[K+]. Product: [CH3:21][N:22]([CH3:31])[C:23]1[NH:24][CH:25]=[C:26]([CH2:19][CH2:18][N:9]([CH2:8][C:5]2[CH:6]=[N:7][C:2]([Cl:1])=[CH:3][CH:4]=2)[CH2:10][C:11]2[CH:12]=[CH:13][C:14]([Cl:17])=[CH:15][CH:16]=2)[C:27]=1[N+:28]([O-:30])=[O:29]. The catalyst class is: 3. (8) Reactant: [CH2:1]([C:3]1[CH:8]=[CH:7][C:6]([C:9]2[N:14]=[C:13]([NH:15][CH2:16][CH2:17][CH2:18][O:19][C:20]3[CH:21]=[C:22]4[C:26](=[CH:27][CH:28]=3)[C@H:25]([CH2:29][C:30]([O:32]CC)=[O:31])[CH2:24][CH2:23]4)[C:12]([C:35]([F:38])([F:37])[F:36])=[CH:11][CH:10]=2)=[CH:5][CH:4]=1)[CH3:2].O.[Li+].[OH-]. Product: [CH2:1]([C:3]1[CH:4]=[CH:5][C:6]([C:9]2[N:14]=[C:13]([NH:15][CH2:16][CH2:17][CH2:18][O:19][C:20]3[CH:21]=[C:22]4[C:26](=[CH:27][CH:28]=3)[C@H:25]([CH2:29][C:30]([OH:32])=[O:31])[CH2:24][CH2:23]4)[C:12]([C:35]([F:38])([F:36])[F:37])=[CH:11][CH:10]=2)=[CH:7][CH:8]=1)[CH3:2]. The catalyst class is: 36.